This data is from Full USPTO retrosynthesis dataset with 1.9M reactions from patents (1976-2016). The task is: Predict the reactants needed to synthesize the given product. (1) The reactants are: [CH3:1][O:2][C:3]([C:5]1[CH:13]=[C:12]2[C:8]([C:9]([CH3:14])=[N:10][NH:11]2)=[CH:7][CH:6]=1)=[O:4].[CH:15](Br)([CH3:17])[CH3:16]. Given the product [CH3:1][O:2][C:3]([C:5]1[CH:13]=[C:12]2[C:8]([C:9]([CH3:14])=[N:10][N:11]2[CH:15]([CH3:17])[CH3:16])=[CH:7][CH:6]=1)=[O:4], predict the reactants needed to synthesize it. (2) Given the product [Cl:1][C:2]1[C:3]([C:22]2[S:26][C:25]([C:27]3([OH:32])[CH2:31][CH2:30][N:29]([C:33](=[O:35])[CH3:34])[CH2:28]3)=[N:24][CH:23]=2)=[C:4]2[CH:10]=[C:9]([I:11])[N:8]([S:12]([C:15]3[CH:21]=[CH:20][C:18]([CH3:19])=[CH:17][CH:16]=3)(=[O:14])=[O:13])[C:5]2=[N:6][CH:7]=1, predict the reactants needed to synthesize it. The reactants are: [Cl:1][C:2]1[C:3]([C:22]2[S:26][C:25]([C:27]3([OH:32])[CH2:31][CH2:30][NH:29][CH2:28]3)=[N:24][CH:23]=2)=[C:4]2[CH:10]=[C:9]([I:11])[N:8]([S:12]([C:15]3[CH:21]=[CH:20][C:18]([CH3:19])=[CH:17][CH:16]=3)(=[O:14])=[O:13])[C:5]2=[N:6][CH:7]=1.[C:33](O)(=[O:35])[CH3:34].C(N(CC)CC)C. (3) Given the product [O:3]1[CH2:7][CH2:6][C@@H:5]([NH:8][C:9]2[N:14]=[C:13]([C:15]([F:17])([F:16])[F:18])[C:12]([C:19]([OH:21])=[O:20])=[CH:11][N:10]=2)[CH2:4]1, predict the reactants needed to synthesize it. The reactants are: [OH-].[Na+].[O:3]1[CH2:7][CH2:6][C@@H:5]([NH:8][C:9]2[N:14]=[C:13]([C:15]([F:18])([F:17])[F:16])[C:12]([C:19]([O:21]C)=[O:20])=[CH:11][N:10]=2)[CH2:4]1. (4) Given the product [C:16]([O:15][C:13]([NH:1][CH2:2][CH:3]([CH:5]([CH:7]([CH:9]([CH2:11][OH:12])[OH:10])[OH:8])[OH:6])[OH:4])=[O:14])([CH3:19])([CH3:18])[CH3:17], predict the reactants needed to synthesize it. The reactants are: [NH2:1][CH2:2][C@@H:3]([C@H:5]([C@@H:7]([C@@H:9]([CH2:11][OH:12])[OH:10])[OH:8])[OH:6])[OH:4].[C:13](O[C:13]([O:15][C:16]([CH3:19])([CH3:18])[CH3:17])=[O:14])([O:15][C:16]([CH3:19])([CH3:18])[CH3:17])=[O:14]. (5) Given the product [NH2:22][C:21]1[N:1]([C:3]2[CH:4]=[C:5]3[C:10](=[CH:11][CH:12]=2)[NH:9][C:8](=[O:13])[CH2:7][CH2:6]3)[N:2]=[C:19]([CH:14]2[CH2:18][CH2:17][CH2:16][CH2:15]2)[CH:20]=1, predict the reactants needed to synthesize it. The reactants are: [NH:1]([C:3]1[CH:4]=[C:5]2[C:10](=[CH:11][CH:12]=1)[NH:9][C:8](=[O:13])[CH2:7][CH2:6]2)[NH2:2].[CH:14]1([C:19](=O)[CH2:20][C:21]#[N:22])[CH2:18][CH2:17][CH2:16][CH2:15]1. (6) Given the product [N:8]1([C:4]2[N:3]=[C:2]([C:18]3[N:22]4[CH:23]=[CH:24][C:25]([C:27]([F:28])([F:29])[F:30])=[N:26][C:21]4=[N:20][CH:19]=3)[CH:7]=[CH:6][CH:5]=2)[CH:12]=[CH:11][N:10]=[CH:9]1, predict the reactants needed to synthesize it. The reactants are: Br[C:2]1[CH:7]=[CH:6][CH:5]=[C:4]([N:8]2[CH:12]=[CH:11][N:10]=[CH:9]2)[N:3]=1.C([Sn](CCCC)(CCCC)[C:18]1[N:22]2[CH:23]=[CH:24][C:25]([C:27]([F:30])([F:29])[F:28])=[N:26][C:21]2=[N:20][CH:19]=1)CCC.